From a dataset of Full USPTO retrosynthesis dataset with 1.9M reactions from patents (1976-2016). Predict the reactants needed to synthesize the given product. (1) Given the product [OH:29][CH2:28][C@H:17]([NH:16][C:13]([C:11]1[C:5]2[O:6][CH2:7][CH2:8][CH2:9][CH2:10][C:4]=2[CH:3]=[C:2]([Br:1])[CH:12]=1)=[O:15])[CH2:18][C:19]1[C:27]2[C:22](=[CH:23][CH:24]=[CH:25][CH:26]=2)[NH:21][CH:20]=1, predict the reactants needed to synthesize it. The reactants are: [Br:1][C:2]1[CH:12]=[C:11]([C:13]([OH:15])=O)[C:5]2[O:6][CH2:7][CH2:8][CH2:9][CH2:10][C:4]=2[CH:3]=1.[NH2:16][C@@H:17]([CH2:28][OH:29])[CH2:18][C:19]1[C:27]2[C:22](=[CH:23][CH:24]=[CH:25][CH:26]=2)[NH:21][CH:20]=1.C(Cl)CCl.C1C=CC2N(O)N=NC=2C=1. (2) The reactants are: [CH3:1][CH:2]1[C:8]2[CH:9]=[CH:10][CH:11]=[CH:12][C:7]=2[CH2:6][NH:5][C:4]2[CH:13]=[CH:14][CH:15]=[CH:16][C:3]1=2.C1C(=O)N([Br:24])C(=O)C1. Given the product [Br:24][C:15]1[CH:14]=[CH:13][C:4]2[NH:5][CH2:6][C:7]3[CH:12]=[CH:11][CH:10]=[CH:9][C:8]=3[CH:2]([CH3:1])[C:3]=2[CH:16]=1, predict the reactants needed to synthesize it. (3) The reactants are: C(N(CC)CC)C.[CH3:8][S:9](Cl)(=[O:11])=[O:10].[F:13][C:14]1[CH:40]=[CH:39][C:17]([O:18][C:19]2[C:33]([CH:34]3[CH2:38][CH2:37][CH2:36][NH:35]3)=[CH:32][C:22]3[NH:23][C:24]([C:26]4[CH:31]=[CH:30][CH:29]=[CH:28][N:27]=4)=[N:25][C:21]=3[CH:20]=2)=[CH:16][CH:15]=1. Given the product [F:13][C:14]1[CH:15]=[CH:16][C:17]([O:18][C:19]2[C:33]([CH:34]3[CH2:38][CH2:37][CH2:36][N:35]3[S:9]([CH3:8])(=[O:11])=[O:10])=[CH:32][C:22]3[NH:23][C:24]([C:26]4[CH:31]=[CH:30][CH:29]=[CH:28][N:27]=4)=[N:25][C:21]=3[CH:20]=2)=[CH:39][CH:40]=1, predict the reactants needed to synthesize it.